This data is from Catalyst prediction with 721,799 reactions and 888 catalyst types from USPTO. The task is: Predict which catalyst facilitates the given reaction. (1) Reactant: [C:1]([O:5][C:6]([NH:8][C@@H:9]([CH2:13][CH:14]1[CH2:19][CH2:18][CH:17]([OH:20])[CH2:16][CH2:15]1)[C:10]([OH:12])=[O:11])=[O:7])([CH3:4])([CH3:3])[CH3:2].[H-].[Na+].[CH2:23](Br)[CH:24]=[CH2:25]. Product: [CH2:25]([O:20][CH:17]1[CH2:16][CH2:15][CH:14]([CH2:13][C@H:9]([NH:8][C:6]([O:5][C:1]([CH3:4])([CH3:2])[CH3:3])=[O:7])[C:10]([OH:12])=[O:11])[CH2:19][CH2:18]1)[CH:24]=[CH2:23]. The catalyst class is: 3. (2) Reactant: [CH2:1]([O:5][C:6]1[N:14]=[C:13]2[C:9]([N:10]=[C:11]([O:23]C)[N:12]2[CH2:15][CH2:16][CH2:17][N:18]2[CH2:22][CH2:21][CH2:20][CH2:19]2)=[C:8]([NH2:25])[N:7]=1)[CH2:2][CH2:3][CH3:4].Cl.O1CCOCC1. Product: [NH2:25][C:8]1[N:7]=[C:6]([O:5][CH2:1][CH2:2][CH2:3][CH3:4])[N:14]=[C:13]2[C:9]=1[NH:10][C:11](=[O:23])[N:12]2[CH2:15][CH2:16][CH2:17][N:18]1[CH2:19][CH2:20][CH2:21][CH2:22]1. The catalyst class is: 5. (3) Reactant: [CH2:1]([O:3][C:4](=[O:13])[CH:5]([CH3:12])[CH:6]([NH:8][CH:9]1[CH2:11][CH2:10]1)[CH3:7])[CH3:2].[Cl:14][C:15]1[N:20]=[C:19](Cl)[C:18]([N+:22]([O-:24])=[O:23])=[CH:17][N:16]=1.C(=O)(O)[O-].[K+]. Product: [CH2:1]([O:3][C:4](=[O:13])[CH:5]([CH3:12])[CH:6]([N:8]([C:17]1[C:18]([N+:22]([O-:24])=[O:23])=[CH:19][N:20]=[C:15]([Cl:14])[N:16]=1)[CH:9]1[CH2:11][CH2:10]1)[CH3:7])[CH3:2]. The catalyst class is: 581. (4) Reactant: Br[C:2]1[N:3]=[CH:4][C:5]([N:8]2[CH2:13][CH2:12][N:11]([C:14]([O:16][C:17]([CH3:20])([CH3:19])[CH3:18])=[O:15])[CH2:10][C@@H:9]2[CH3:21])=[N:6][CH:7]=1.[C:22]1([C:28]([C:30]2[CH:35]=[CH:34][CH:33]=[CH:32][CH:31]=2)=[NH:29])[CH:27]=[CH:26][CH:25]=[CH:24][CH:23]=1.C1C=CC(P(C2C=CC3C(=CC=CC=3)C=2C2C3C(=CC=CC=3)C=CC=2P(C2C=CC=CC=2)C2C=CC=CC=2)C2C=CC=CC=2)=CC=1.C([O-])([O-])=O.[Cs+].[Cs+]. Product: [C:22]1([C:28](=[N:29][C:2]2[N:3]=[CH:4][C:5]([N:8]3[CH2:13][CH2:12][N:11]([C:14]([O:16][C:17]([CH3:20])([CH3:19])[CH3:18])=[O:15])[CH2:10][C@@H:9]3[CH3:21])=[N:6][CH:7]=2)[C:30]2[CH:31]=[CH:32][CH:33]=[CH:34][CH:35]=2)[CH:27]=[CH:26][CH:25]=[CH:24][CH:23]=1. The catalyst class is: 102. (5) Reactant: CN(C(ON1N=NC2C=CC=NC1=2)=[N+](C)C)C.F[P-](F)(F)(F)(F)F.C(N(CC)C(C)C)(C)C.[CH3:34][N:35]1[C:39]([CH2:40][CH2:41][C:42](O)=O)=[N:38][C:37]([N:45]2[CH2:49][CH2:48][CH2:47][CH2:46]2)=[N:36]1.CC1C=C(C)C=C(C)C=1S([O-])(=O)=O.[NH2:63][N:64]1[C:69](=[NH2+:70])[C:68]([CH3:71])=[CH:67][N:66]=[C:65]1[CH2:72][CH3:73]. Product: [CH2:72]([C:65]1[N:64]2[N:63]=[C:42]([CH2:41][CH2:40][C:39]3[N:35]([CH3:34])[N:36]=[C:37]([N:45]4[CH2:49][CH2:48][CH2:47][CH2:46]4)[N:38]=3)[N:70]=[C:69]2[C:68]([CH3:71])=[CH:67][N:66]=1)[CH3:73]. The catalyst class is: 9. (6) Reactant: [CH:1]([C:4]1[C:5]([O:13][CH2:14][CH2:15][CH3:16])=[C:6]([CH:10]=[CH:11][CH:12]=1)[CH2:7]CN)([CH3:3])[CH3:2].[CH:17]([N:20](C(C)C)CC)(C)C.Cl.[O:27]=[C:28]1[NH:37][C:36]2[N:35]=[CH:34][C:33](/[CH:38]=[CH:39]/[C:40]([OH:42])=O)=[CH:32][C:31]=2[CH2:30][CH2:29]1.O.ON1C2C=CC=CC=2N=N1.Cl.CN(C)CCCN=C=NCC. Product: [CH:1]([C:4]1[C:5]([O:13][CH2:14][CH2:15][CH3:16])=[C:6]([CH:10]=[CH:11][CH:12]=1)[CH2:7][N:20]([CH3:17])[C:40](=[O:42])/[CH:39]=[CH:38]/[C:33]1[CH:34]=[N:35][C:36]2[NH:37][C:28](=[O:27])[CH2:29][CH2:30][C:31]=2[CH:32]=1)([CH3:2])[CH3:3]. The catalyst class is: 18. (7) Reactant: [CH3:1][NH:2][C@@H:3]1[C:8]2[CH:9]=[CH:10][CH:11]=[CH:12][C:7]=2[C@H:6]([C:13]2[CH:14]=[CH:15][C:16]([Cl:20])=[C:17]([Cl:19])[CH:18]=2)[CH2:5][CH2:4]1.[Cl-:21].[NH4+].N. Product: [CH3:1][NH:2][C@@H:3]1[C:8]2[CH:9]=[CH:10][CH:11]=[CH:12][C:7]=2[C@H:6]([C:13]2[CH:14]=[CH:15][C:16]([Cl:20])=[C:17]([Cl:19])[CH:18]=2)[CH2:5][CH2:4]1.[ClH:21]. The catalyst class is: 84.